The task is: Predict the product of the given reaction.. This data is from Forward reaction prediction with 1.9M reactions from USPTO patents (1976-2016). The product is: [F:8][C:6]1[CH:5]=[CH:4][C:3]([C:9]([C:11]2[S:12][CH:13]=[CH:14][CH:15]=2)=[O:10])=[C:2]([NH:1][C:19]([NH:27][C:28]2[S:29][CH:30]=[CH:31][N:32]=2)=[O:20])[CH:7]=1. Given the reactants [NH2:1][C:2]1[CH:7]=[C:6]([F:8])[CH:5]=[CH:4][C:3]=1[C:9]([C:11]1[S:12][CH:13]=[CH:14][CH:15]=1)=[O:10].NC1C=C(F)C=CC=1[C:19](O)=[O:20].[NH2:27][C:28]1[S:29][CH:30]=[CH:31][N:32]=1, predict the reaction product.